From a dataset of Forward reaction prediction with 1.9M reactions from USPTO patents (1976-2016). Predict the product of the given reaction. (1) Given the reactants Br[CH2:2][C:3](Br)=[O:4].[CH2:6]([NH:8][CH2:9][CH3:10])[CH3:7].[NH2:11][C:12]1[CH:17]=[CH:16][C:15]([CH3:18])=[CH:14][CH:13]=1.[C:19]([C:23]1[CH:28]=[CH:27][C:26]([S:29](Cl)(=[O:31])=[O:30])=[CH:25][CH:24]=1)([CH3:22])([CH3:21])[CH3:20], predict the reaction product. The product is: [C:19]([C:23]1[CH:28]=[CH:27][C:26]([S:29]([N:11]([C:12]2[CH:17]=[CH:16][C:15]([CH3:18])=[CH:14][CH:13]=2)[CH2:2][C:3]([N:8]([CH2:9][CH3:10])[CH2:6][CH3:7])=[O:4])(=[O:31])=[O:30])=[CH:25][CH:24]=1)([CH3:22])([CH3:20])[CH3:21]. (2) The product is: [CH:18]1([NH:23][C:2]2[CH:7]=[C:6]([C:8]3[NH:16][C:15]4[CH2:14][CH2:13][NH:12][C:11](=[O:17])[C:10]=4[CH:9]=3)[CH:5]=[CH:4][N:3]=2)[CH2:22][CH2:21][CH2:20][CH2:19]1. Given the reactants Cl[C:2]1[CH:7]=[C:6]([C:8]2[NH:16][C:15]3[CH2:14][CH2:13][NH:12][C:11](=[O:17])[C:10]=3[CH:9]=2)[CH:5]=[CH:4][N:3]=1.[CH:18]1([NH2:23])[CH2:22][CH2:21][CH2:20][CH2:19]1, predict the reaction product. (3) Given the reactants [CH3:1][CH:2]1[N:15]2[C:6]([CH2:7][O:8][C:9]3[C:14]2=[CH:13][C:12]([O:16][C:17]2([CH3:21])[CH2:20][NH:19][CH2:18]2)=[C:11]([C:22]([F:25])([F:24])[F:23])[CH:10]=3)=[N:5][N:4](COCC[Si](C)(C)C)[C:3]1=[O:34].[C:35]([OH:41])([C:37]([F:40])([F:39])[F:38])=[O:36], predict the reaction product. The product is: [F:38][C:37]([F:40])([F:39])[C:35]([OH:41])=[O:36].[CH3:1][CH:2]1[N:15]2[C:6]([CH2:7][O:8][C:9]3[C:14]2=[CH:13][C:12]([O:16][C:17]2([CH3:21])[CH2:20][NH:19][CH2:18]2)=[C:11]([C:22]([F:24])([F:25])[F:23])[CH:10]=3)=[N:5][NH:4][C:3]1=[O:34]. (4) Given the reactants C([O-])([O-])=O.[K+].[K+].C([O:10][C@@H:11]1[CH2:15][N:14]([C:16]([O:18][C:19]([CH3:22])([CH3:21])[CH3:20])=[O:17])[C@@H:13]([C@H:23]2[O:27][C:26](=[O:28])[NH:25][C@H:24]2[CH2:29][C:30]2[CH:35]=[CH:34][CH:33]=[CH:32][CH:31]=2)[CH2:12]1)(=O)C, predict the reaction product. The product is: [CH2:29]([C@H:24]1[C@@H:23]([C@H:13]2[CH2:12][C@H:11]([OH:10])[CH2:15][N:14]2[C:16]([O:18][C:19]([CH3:21])([CH3:20])[CH3:22])=[O:17])[O:27][C:26](=[O:28])[NH:25]1)[C:30]1[CH:35]=[CH:34][CH:33]=[CH:32][CH:31]=1. (5) Given the reactants [C:1]([C:5]1[CH:6]=[C:7]([C:15]2[C:16]([Cl:32])=[C:17]([C:28](OC)=[O:29])[N:18]([CH3:27])[C:19]=2[CH2:20][CH:21]2[CH2:26][CH2:25][CH2:24][CH2:23][CH2:22]2)[CH:8]=[C:9]([C:11]2([CH3:14])[CH2:13][CH2:12]2)[CH:10]=1)([CH3:4])([CH3:3])[CH3:2].Cl.C[O:35][C:36]([C@H:38]1[CH2:41][C@H:40]([NH2:42])[CH2:39]1)=[O:37], predict the reaction product. The product is: [C:1]([C:5]1[CH:6]=[C:7]([C:15]2[C:16]([Cl:32])=[C:17]([C:28]([NH:42][C@H:40]3[CH2:41][C@H:38]([C:36]([OH:37])=[O:35])[CH2:39]3)=[O:29])[N:18]([CH3:27])[C:19]=2[CH2:20][CH:21]2[CH2:26][CH2:25][CH2:24][CH2:23][CH2:22]2)[CH:8]=[C:9]([C:11]2([CH3:14])[CH2:13][CH2:12]2)[CH:10]=1)([CH3:3])([CH3:4])[CH3:2].